From a dataset of Catalyst prediction with 721,799 reactions and 888 catalyst types from USPTO. Predict which catalyst facilitates the given reaction. (1) Reactant: C([O:3][C:4](=[O:38])[CH:5]([C:10]1[CH:11]=[C:12]([C:28]2[CH:33]=[CH:32][C:31]([C:34]([F:37])([F:36])[F:35])=[CH:30][CH:29]=2)[CH:13]=[C:14]([CH:16]2[CH2:21][CH2:20][N:19]([CH:22]3[CH2:27][CH2:26][CH2:25][CH2:24][CH2:23]3)[CH2:18][CH2:17]2)[CH:15]=1)[CH2:6][CH:7]([CH3:9])[CH3:8])C.[OH-].[Na+]. Product: [CH:22]1([N:19]2[CH2:20][CH2:21][CH:16]([C:14]3[CH:15]=[C:10]([CH:5]([CH2:6][CH:7]([CH3:9])[CH3:8])[C:4]([OH:38])=[O:3])[CH:11]=[C:12]([C:28]4[CH:29]=[CH:30][C:31]([C:34]([F:36])([F:37])[F:35])=[CH:32][CH:33]=4)[CH:13]=3)[CH2:17][CH2:18]2)[CH2:23][CH2:24][CH2:25][CH2:26][CH2:27]1. The catalyst class is: 5. (2) Reactant: [C:1]1([CH3:23])[CH:6]=[CH:5][C:4]([S:7]([N:10]([CH3:22])[C@H:11]([C:19]([OH:21])=O)[CH2:12][C:13]2[CH:18]=[CH:17][CH:16]=[CH:15][CH:14]=2)(=[O:9])=[O:8])=[CH:3][CH:2]=1.C([O:26][C:27](=[O:37])[C@H:28]([CH2:30][C:31]1[CH:36]=[CH:35][CH:34]=[CH:33][CH:32]=1)[NH2:29])C.[OH-].[Na+]. Product: [C:1]1([CH3:23])[CH:2]=[CH:3][C:4]([S:7]([N:10]([CH3:22])[C@H:11]([C:19]([NH:29][CH:28]([C:27]([OH:37])=[O:26])[CH2:30][C:31]2[CH:36]=[CH:35][CH:34]=[CH:33][CH:32]=2)=[O:21])[CH2:12][C:13]2[CH:18]=[CH:17][CH:16]=[CH:15][CH:14]=2)(=[O:9])=[O:8])=[CH:5][CH:6]=1. The catalyst class is: 8. (3) Reactant: FC(F)(F)S(O[C:7]1[N:8]=[CH:9][CH:10]=[C:11]2[C:16]=1[N:15]([C:17](=[O:19])[CH3:18])[CH:14]([CH2:20][CH2:21][CH3:22])[CH:13]([CH3:23])[CH:12]2[NH:24]C(OCC1C=CC=CC=1)=O)(=O)=O. Product: [NH2:24][C@H:12]1[C:11]2[C:16](=[CH:7][N:8]=[CH:9][CH:10]=2)[N:15]([C:17](=[O:19])[CH3:18])[C@@H:14]([CH2:20][CH2:21][CH3:22])[C@@H:13]1[CH3:23]. The catalyst class is: 19. (4) Reactant: [Br:1][C:2]1[CH:3]=[C:4]([O:15][CH3:16])[C:5]([N:8]([CH2:11][C:12](=O)[CH3:13])[CH:9]=O)=[N:6][CH:7]=1.C([O-])(=O)C.[NH4+:21]. Product: [Br:1][C:2]1[CH:3]=[C:4]([O:15][CH3:16])[C:5]([N:8]2[CH:11]=[C:12]([CH3:13])[N:21]=[CH:9]2)=[N:6][CH:7]=1. The catalyst class is: 15. (5) Reactant: Cl[C:2]1[CH:7]=[C:6]([I:8])[CH:5]=[C:4]([Cl:9])[N:3]=1.[C@H:10]1([NH2:17])[CH2:15][CH2:14][C@H:13]([NH2:16])[CH2:12][CH2:11]1.O. Product: [Cl:9][C:4]1[N:3]=[C:2]([NH:16][C@H:13]2[CH2:14][CH2:15][C@H:10]([NH2:17])[CH2:11][CH2:12]2)[CH:7]=[C:6]([I:8])[CH:5]=1. The catalyst class is: 8.